The task is: Regression. Given two drug SMILES strings and cell line genomic features, predict the synergy score measuring deviation from expected non-interaction effect.. This data is from NCI-60 drug combinations with 297,098 pairs across 59 cell lines. (1) Drug 2: CC1CCCC2(C(O2)CC(NC(=O)CC(C(C(=O)C(C1O)C)(C)C)O)C(=CC3=CSC(=N3)C)C)C. Cell line: A498. Synergy scores: CSS=37.3, Synergy_ZIP=3.96, Synergy_Bliss=3.70, Synergy_Loewe=-11.8, Synergy_HSA=4.54. Drug 1: CNC(=O)C1=NC=CC(=C1)OC2=CC=C(C=C2)NC(=O)NC3=CC(=C(C=C3)Cl)C(F)(F)F. (2) Drug 1: C1CCC(CC1)NC(=O)N(CCCl)N=O. Drug 2: CS(=O)(=O)OCCCCOS(=O)(=O)C. Cell line: CAKI-1. Synergy scores: CSS=33.0, Synergy_ZIP=-11.9, Synergy_Bliss=-7.85, Synergy_Loewe=-2.58, Synergy_HSA=-1.46. (3) Drug 1: CC(C1=C(C=CC(=C1Cl)F)Cl)OC2=C(N=CC(=C2)C3=CN(N=C3)C4CCNCC4)N. Drug 2: C(=O)(N)NO. Cell line: UACC62. Synergy scores: CSS=15.5, Synergy_ZIP=-2.26, Synergy_Bliss=0.437, Synergy_Loewe=-4.00, Synergy_HSA=1.22. (4) Drug 1: CC1=C(C(=CC=C1)Cl)NC(=O)C2=CN=C(S2)NC3=CC(=NC(=N3)C)N4CCN(CC4)CCO. Drug 2: C(CCl)NC(=O)N(CCCl)N=O. Cell line: SN12C. Synergy scores: CSS=13.2, Synergy_ZIP=-1.62, Synergy_Bliss=-3.41, Synergy_Loewe=-1.67, Synergy_HSA=-1.18. (5) Drug 1: C1=CN(C=N1)CC(O)(P(=O)(O)O)P(=O)(O)O. Drug 2: CC1CCCC2(C(O2)CC(NC(=O)CC(C(C(=O)C(C1O)C)(C)C)O)C(=CC3=CSC(=N3)C)C)C. Cell line: K-562. Synergy scores: CSS=29.3, Synergy_ZIP=0.236, Synergy_Bliss=-1.06, Synergy_Loewe=-14.0, Synergy_HSA=-1.72. (6) Drug 1: C1=NC2=C(N=C(N=C2N1C3C(C(C(O3)CO)O)O)F)N. Drug 2: CCN(CC)CCNC(=O)C1=C(NC(=C1C)C=C2C3=C(C=CC(=C3)F)NC2=O)C. Cell line: NCI/ADR-RES. Synergy scores: CSS=20.2, Synergy_ZIP=0.332, Synergy_Bliss=-3.28, Synergy_Loewe=-8.23, Synergy_HSA=-5.50. (7) Drug 1: C1C(C(OC1N2C=NC3=C(N=C(N=C32)Cl)N)CO)O. Drug 2: C1C(C(OC1N2C=NC(=NC2=O)N)CO)O. Cell line: SK-MEL-28. Synergy scores: CSS=6.55, Synergy_ZIP=-2.82, Synergy_Bliss=3.25, Synergy_Loewe=-3.93, Synergy_HSA=1.13. (8) Drug 1: CC1=C2C(C(=O)C3(C(CC4C(C3C(C(C2(C)C)(CC1OC(=O)C(C(C5=CC=CC=C5)NC(=O)OC(C)(C)C)O)O)OC(=O)C6=CC=CC=C6)(CO4)OC(=O)C)OC)C)OC. Drug 2: C1CCC(C1)C(CC#N)N2C=C(C=N2)C3=C4C=CNC4=NC=N3. Cell line: HS 578T. Synergy scores: CSS=51.6, Synergy_ZIP=5.41, Synergy_Bliss=5.74, Synergy_Loewe=-30.4, Synergy_HSA=2.97. (9) Drug 1: CC1=C(C(=O)C2=C(C1=O)N3CC4C(C3(C2COC(=O)N)OC)N4)N. Cell line: K-562. Drug 2: C1CNP(=O)(OC1)N(CCCl)CCCl. Synergy scores: CSS=-6.28, Synergy_ZIP=0.660, Synergy_Bliss=8.60, Synergy_Loewe=-30.2, Synergy_HSA=-13.8. (10) Drug 1: CN(CC1=CN=C2C(=N1)C(=NC(=N2)N)N)C3=CC=C(C=C3)C(=O)NC(CCC(=O)O)C(=O)O. Drug 2: C(CN)CNCCSP(=O)(O)O. Cell line: DU-145. Synergy scores: CSS=40.9, Synergy_ZIP=15.1, Synergy_Bliss=15.7, Synergy_Loewe=-0.229, Synergy_HSA=13.5.